Task: Predict the product of the given reaction.. Dataset: Forward reaction prediction with 1.9M reactions from USPTO patents (1976-2016) (1) Given the reactants [CH2:1]([O:3][C:4]([C:6]1[C:7](=[O:26])[C:8]2[CH:13]=[N:12][C:11](SC)=[N:10][C:9]=2[N:16]([C:18]2[CH:23]=[CH:22][C:21]([CH2:24][CH3:25])=[CH:20][CH:19]=2)[CH:17]=1)=[O:5])[CH3:2].Cl[C:28]1C=C(C=CC=1)C(OO)=O.[S:38]([O-:42])([O-])(=[O:40])=S.[Na+].[Na+].C(=O)(O)[O-].[Na+], predict the reaction product. The product is: [CH2:1]([O:3][C:4]([C:6]1[C:7](=[O:26])[C:8]2[CH:13]=[N:12][C:11]([S:38]([CH3:28])(=[O:42])=[O:40])=[N:10][C:9]=2[N:16]([C:18]2[CH:19]=[CH:20][C:21]([CH2:24][CH3:25])=[CH:22][CH:23]=2)[CH:17]=1)=[O:5])[CH3:2]. (2) The product is: [Cl:21][C:22]1[CH:27]=[CH:26][C:25]([C:28]2[S:29][C:30]3[C:36](=[O:35])[N:16]([C:4]4[CH:5]=[CH:6][C:7]([O:8][CH2:9][CH2:10][N:11]5[CH2:12][CH2:13][CH2:14][CH2:15]5)=[C:2]([Cl:1])[CH:3]=4)[CH2:34][CH2:33][C:31]=3[N:32]=2)=[CH:24][CH:23]=1. Given the reactants [Cl:1][C:2]1[CH:3]=[C:4]([NH2:16])[CH:5]=[CH:6][C:7]=1[O:8][CH2:9][CH2:10][N:11]1[CH2:15][CH2:14][CH2:13][CH2:12]1.C[Al](C)C.[Cl:21][C:22]1[CH:27]=[CH:26][C:25]([C:28]2[S:29][C:30]3[C:36](=O)[O:35][CH2:34][CH2:33][C:31]=3[N:32]=2)=[CH:24][CH:23]=1.C(N(CC)CC)C.CS(Cl)(=O)=O.[H-].[Na+], predict the reaction product.